Dataset: Full USPTO retrosynthesis dataset with 1.9M reactions from patents (1976-2016). Task: Predict the reactants needed to synthesize the given product. (1) Given the product [I:1][C:2]1[CH:3]=[CH:4][C:5]2[CH:20]3[CH2:21][CH:18]([CH2:19]3)[C:8]3[N:9]([CH3:17])[C:10]([C:12]([NH2:23])=[O:14])=[N:11][C:7]=3[C:6]=2[CH:22]=1, predict the reactants needed to synthesize it. The reactants are: [I:1][C:2]1[CH:3]=[CH:4][C:5]2[CH:20]3[CH2:21][CH:18]([CH2:19]3)[C:8]3[N:9]([CH3:17])[C:10]([C:12]([O:14]CC)=O)=[N:11][C:7]=3[C:6]=2[CH:22]=1.[NH3:23]. (2) The reactants are: [C:1]([O:5][C@@H:6]([C:10]1[C:37]([CH3:38])=[N:36][C:35]2=[CH:39][C:32]3=[N:33][N:34]2[C:11]=1[N:12]1[CH2:43][CH2:42][C:15]([CH3:44])([O:16][CH2:17][CH2:18][CH2:19][CH2:20][C@H:21]([CH3:41])[O:22][C:23]2[CH:24]=[C:25]([F:40])[CH:26]=[CH:27][C:28]=2[CH2:29][CH:30]=[CH:31]3)[CH2:14][CH2:13]1)[C:7]([OH:9])=[O:8])([CH3:4])([CH3:3])[CH3:2]. Given the product [C:1]([O:5][C@@H:6]([C:10]1[C:37]([CH3:38])=[N:36][C:35]2=[CH:39][C:32]3=[N:33][N:34]2[C:11]=1[N:12]1[CH2:13][CH2:14][C:15]([CH3:44])([O:16][CH2:17][CH2:18][CH2:19][CH2:20][C@H:21]([CH3:41])[O:22][C:23]2[CH:24]=[C:25]([F:40])[CH:26]=[CH:27][C:28]=2[CH2:29][CH2:30][CH2:31]3)[CH2:42][CH2:43]1)[C:7]([OH:9])=[O:8])([CH3:4])([CH3:2])[CH3:3], predict the reactants needed to synthesize it. (3) Given the product [CH3:49][C:40]1[CH:41]=[C:42]([CH:43]=[CH:44][C:39]=1[N:36]1[CH2:37][CH2:38][NH:33][CH2:34][CH2:35]1)[C:45]([O:47][CH3:48])=[O:46], predict the reactants needed to synthesize it. The reactants are: BrC1C=CC(C(OC)=O)=CC=1C.C(N1CCNCC1)(OC(C)(C)C)=O.C(OC([N:33]1[CH2:38][CH2:37][N:36]([C:39]2[CH:44]=[CH:43][C:42]([C:45]([O:47][CH3:48])=[O:46])=[CH:41][C:40]=2[CH3:49])[CH2:35][CH2:34]1)=O)(C)(C)C. (4) Given the product [F:11][C:5]1[CH:4]=[CH:3][C:2]([C:12]2[CH:17]=[CH:16][CH:15]=[CH:14][CH:13]=2)=[CH:10][C:6]=1[C:7]([OH:9])=[O:8], predict the reactants needed to synthesize it. The reactants are: Br[C:2]1[CH:3]=[CH:4][C:5]([F:11])=[C:6]([CH:10]=1)[C:7]([OH:9])=[O:8].[C:12]1(B(O)O)[CH:17]=[CH:16][CH:15]=[CH:14][CH:13]=1.O. (5) Given the product [NH:1]1[C:9]2[C:4](=[C:5]([C:10]3[N:11]=[C:12]([N:22]4[CH2:23][CH2:24][O:25][CH2:26][CH2:27]4)[C:13]4[O:21][C:19]([C:34]5[CH:33]=[C:32]([NH:31][C:28](=[O:30])[CH3:29])[CH:37]=[CH:36][CH:35]=5)=[CH:17][C:18]=4[N:15]=3)[CH:6]=[CH:7][CH:8]=2)[CH:3]=[N:2]1, predict the reactants needed to synthesize it. The reactants are: [NH:1]1[C:9]2[C:4](=[C:5]([C:10]3[N:11]=[C:12]([N:22]4[CH2:27][CH2:26][O:25][CH2:24][CH2:23]4)[C:13]4[CH:18]=[C:17]([C:19]([OH:21])=O)SC=4[N:15]=3)[CH:6]=[CH:7][CH:8]=2)[CH:3]=[N:2]1.[C:28]([NH:31][C:32]1[CH:33]=[C:34](B(O)O)[CH:35]=[CH:36][CH:37]=1)(=[O:30])[CH3:29]. (6) Given the product [CH3:1][O:2][C:3]1[C:11]([O:12][CH3:13])=[CH:10][CH:9]=[C:5]2[C:4]=1[CH2:14][O:7][C:6]2=[O:8], predict the reactants needed to synthesize it. The reactants are: [CH3:1][O:2][C:3]1[CH:4]=[C:5]([CH:9]=[CH:10][C:11]=1[O:12][CH3:13])[C:6]([OH:8])=[O:7].[CH2:14]=O.Cl. (7) Given the product [CH3:28][O:29][C:30](=[O:37])[C@@H:31]1[CH2:35][C:34](=[CH2:36])[CH2:33][N:32]1[C:12](=[O:14])[C:11]1[CH:15]=[C:16]([O:17][CH3:18])[C:8]([O:7][CH2:6][CH2:5][CH2:4][CH2:3][CH2:2][Br:1])=[CH:9][C:10]=1[N+:19]([O-:21])=[O:20], predict the reactants needed to synthesize it. The reactants are: [Br:1][CH2:2][CH2:3][CH2:4][CH2:5][CH2:6][O:7][C:8]1[C:16]([O:17][CH3:18])=[CH:15][C:11]([C:12]([OH:14])=O)=[C:10]([N+:19]([O-:21])=[O:20])[CH:9]=1.C(Cl)(=O)C(Cl)=O.[CH3:28][O:29][C:30](=[O:37])[C@@H:31]1[CH2:35][C:34](=[CH2:36])[CH2:33][NH:32]1.CCN(CC)CC. (8) Given the product [OH:1][C:2]1[C:3]([C:18]([NH:20][CH2:21][C:22]([OH:24])=[O:23])=[O:19])=[C:4]2[C:9](=[CH:10][C:11]=1[C:12]1[N:17]=[CH:16][CH:15]=[CH:14][N:13]=1)[N:8]=[CH:7][CH:6]=[N:5]2, predict the reactants needed to synthesize it. The reactants are: [OH:1][C:2]1[C:3]([C:18]([NH:20][CH2:21][C:22]([O:24]CC)=[O:23])=[O:19])=[C:4]2[C:9](=[CH:10][C:11]=1[C:12]1[N:17]=[CH:16][CH:15]=[CH:14][N:13]=1)[N:8]=[CH:7][CH:6]=[N:5]2.[OH-].[Na+]. (9) Given the product [Cl:1][C:2]1[CH:10]=[C:9]2[C:5]([C:6]([C:11](=[O:16])[C:12]([F:13])([F:14])[F:15])=[CH:7][N:8]2[C:20]2[CH:19]=[C:18]([F:17])[CH:23]=[C:22]([F:24])[CH:21]=2)=[CH:4][CH:3]=1, predict the reactants needed to synthesize it. The reactants are: [Cl:1][C:2]1[CH:10]=[C:9]2[C:5]([C:6]([C:11](=[O:16])[C:12]([F:15])([F:14])[F:13])=[CH:7][NH:8]2)=[CH:4][CH:3]=1.[F:17][C:18]1[CH:19]=[C:20](B(O)O)[CH:21]=[C:22]([F:24])[CH:23]=1.N1C=CC=CC=1. (10) Given the product [OH:49][CH:46]([CH2:47][OH:48])[CH2:45][NH:44][C:6]([C@@H:8]([NH:20][C:21]([C:23]1[CH:42]=[CH:41][C:26]2[N:27]([CH:35]3[CH2:40][CH2:39][CH2:38][CH2:37][CH2:36]3)[C:28]([C:30]3[CH:34]=[CH:33][O:32][CH:31]=3)=[N:29][C:25]=2[CH:24]=1)=[O:22])[CH2:9][C:10]1[C:18]2[C:13](=[CH:14][CH:15]=[C:16]([OH:19])[CH:17]=2)[NH:12][CH:11]=1)=[O:7], predict the reactants needed to synthesize it. The reactants are: CN(C)CCN[C:6]([C@@H:8]([NH:20][C:21]([C:23]1[CH:42]=[CH:41][C:26]2[N:27]([CH:35]3[CH2:40][CH2:39][CH2:38][CH2:37][CH2:36]3)[C:28]([C:30]3[CH:34]=[CH:33][O:32][CH:31]=3)=[N:29][C:25]=2[CH:24]=1)=[O:22])[CH2:9][C:10]1[C:18]2[C:13](=[CH:14][CH:15]=[C:16]([OH:19])[CH:17]=2)[NH:12][CH:11]=1)=[O:7].[NH2:44][CH2:45][CH:46]([OH:49])[CH2:47][OH:48].